This data is from Full USPTO retrosynthesis dataset with 1.9M reactions from patents (1976-2016). The task is: Predict the reactants needed to synthesize the given product. (1) Given the product [C:12]([NH:1][CH2:2][CH2:3][CH2:4][CH2:5][CH2:6][C:7]([OH:9])=[O:8])(=[O:15])[CH:13]=[CH2:14], predict the reactants needed to synthesize it. The reactants are: [NH2:1][CH2:2][CH2:3][CH2:4][CH2:5][CH2:6][C:7]([OH:9])=[O:8].[OH-].[Na+].[C:12](Cl)(=[O:15])[CH:13]=[CH2:14].Cl. (2) Given the product [F:1][C:2]1([F:47])[CH2:5][CH:4]([NH:6][C:7]([NH:9][C@:10]([C:32]2[CH:37]=[CH:36][C:35]([F:38])=[C:34]([CH:39]=[O:52])[CH:33]=2)([C:18]2[CH:23]=[C:22]([O:24][C:25]([F:29])([F:30])[CH:26]([F:28])[F:27])[CH:21]=[C:20]([F:31])[CH:19]=2)[CH2:11][C:12]2[CH:13]=[CH:14][CH:15]=[CH:16][CH:17]=2)=[O:8])[CH2:3]1, predict the reactants needed to synthesize it. The reactants are: [F:1][C:2]1([F:47])[CH2:5][CH:4]([NH:6][C:7]([NH:9][C@:10]([C:32]2[CH:37]=[CH:36][C:35]([F:38])=[C:34](/[CH:39]=C/C3C=CC=CC=3)[CH:33]=2)([C:18]2[CH:23]=[C:22]([O:24][C:25]([F:30])([F:29])[CH:26]([F:28])[F:27])[CH:21]=[C:20]([F:31])[CH:19]=2)[CH2:11][C:12]2[CH:17]=[CH:16][CH:15]=[CH:14][CH:13]=2)=[O:8])[CH2:3]1.C[N+]1([O-])CC[O:52]CC1. (3) Given the product [Cl:21][C:22]1[CH:23]=[C:24]([NH:29][C:30]([CH:4]2[C:5](=[O:12])[CH:6]3[C:9]([CH3:10])([CH3:11])[C@@:2]([CH3:1])([CH2:8][CH2:7]3)[C:3]2=[O:13])=[O:31])[CH:25]=[CH:26][C:27]=1[F:28], predict the reactants needed to synthesize it. The reactants are: [CH3:1][C@:2]12[C:9]([CH3:11])([CH3:10])[CH:6]([CH2:7][CH2:8]1)[C:5](=[O:12])[CH2:4][C:3]2=[O:13].C(N(CC)CC)C.[Cl:21][C:22]1[CH:23]=[C:24]([N:29]=[C:30]=[O:31])[CH:25]=[CH:26][C:27]=1[F:28].Cl. (4) The reactants are: [Cl:1][C:2]1[CH:3]=[C:4]([CH:9]([OH:23])[C@@H:10]2[CH2:15][CH2:14][CH2:13][CH2:12][N:11]2[C:16]([O:18][C:19]([CH3:22])([CH3:21])[CH3:20])=[O:17])[CH:5]=[CH:6][C:7]=1[Cl:8].[C:24](=O)([O-:26])N.C(N(CC)CC)C.[NH2:35][C:36]1[CH:37]=[C:38]2[C:42](=[CH:43][CH:44]=1)[N:41]([C:45]([O:47][C:48]([CH3:51])([CH3:50])[CH3:49])=[O:46])[N:40]=[CH:39]2. Given the product [Cl:1][C:2]1[CH:3]=[C:4]([C@H:9]([O:23][C:24](=[O:26])[NH:35][C:36]2[CH:37]=[C:38]3[C:42](=[CH:43][CH:44]=2)[N:41]([C:45]([O:47][C:48]([CH3:51])([CH3:50])[CH3:49])=[O:46])[N:40]=[CH:39]3)[C@@H:10]2[CH2:15][CH2:14][CH2:13][CH2:12][N:11]2[C:16]([O:18][C:19]([CH3:20])([CH3:22])[CH3:21])=[O:17])[CH:5]=[CH:6][C:7]=1[Cl:8], predict the reactants needed to synthesize it. (5) Given the product [Br:57][C:58]1[CH:66]=[CH:65][C:64]([O:67][CH3:68])=[CH:63][C:59]=1[C:60]([N:32]1[CH2:31][CH2:30][N:29]([C:11](=[O:10])[CH2:12][NH:13][C:14](=[O:28])[C:15]2[CH:16]=[CH:17][C:18]([O:21][C:22]3[CH:27]=[CH:26][CH:25]=[CH:24][CH:23]=3)=[CH:19][CH:20]=2)[CH2:34][CH2:33]1)=[O:61], predict the reactants needed to synthesize it. The reactants are: CCN(C(C)C)C(C)C.[O:10]=[C:11]([N:29]1[CH2:34][CH2:33][NH:32][CH2:31][CH2:30]1)[CH2:12][NH:13][C:14](=[O:28])[C:15]1[CH:20]=[CH:19][C:18]([O:21][C:22]2[CH:27]=[CH:26][CH:25]=[CH:24][CH:23]=2)=[CH:17][CH:16]=1.C1C=CC2N(O)N=NC=2C=1.CCN=C=NCCCN(C)C.Cl.[Br:57][C:58]1[CH:66]=[CH:65][C:64]([O:67][CH3:68])=[CH:63][C:59]=1[C:60](O)=[O:61].